Dataset: Forward reaction prediction with 1.9M reactions from USPTO patents (1976-2016). Task: Predict the product of the given reaction. The product is: [S:17]1[CH:21]=[CH:20][C:19]([CH2:22][O:15][C:14](=[O:16])[C@H:12]([CH3:13])[NH:11][C:9](=[O:10])[CH2:8][C:4]2[CH:5]=[CH:6][CH:7]=[C:2]([Cl:1])[CH:3]=2)=[CH:18]1. Given the reactants [Cl:1][C:2]1[CH:3]=[C:4]([CH2:8][C:9]([NH:11][C@H:12]([C:14]([OH:16])=[O:15])[CH3:13])=[O:10])[CH:5]=[CH:6][CH:7]=1.[S:17]1[CH:21]=[CH:20][C:19]([CH2:22]O)=[CH:18]1, predict the reaction product.